Dataset: Reaction yield outcomes from USPTO patents with 853,638 reactions. Task: Predict the reaction yield, written as a fraction of the theoretical maximum amount of product (1.0 means a 100% yield; for example, 0.34 means a 34% yield). (1) The reactants are [H-].[Al+3].[Li+].[H-].[H-].[H-].[CH3:7][O:8][C:9]1[CH:14]=[CH:13][C:12]([CH2:15][CH2:16][CH2:17][CH2:18][N:19]=[N+]=[N-])=[CH:11][CH:10]=1.O. The catalyst is C1COCC1. The product is [CH3:7][O:8][C:9]1[CH:14]=[CH:13][C:12]([CH2:15][CH2:16][CH2:17][CH2:18][NH2:19])=[CH:11][CH:10]=1. The yield is 0.940. (2) The reactants are [C:1](=[O:21])(OC1C=CC([N+]([O-])=O)=CC=1)[O:2][CH2:3][CH:4]1[CH2:9][CH2:8][N:7]([CH3:10])[CH2:6][CH2:5]1.CCN(C(C)C)C(C)C.Cl.Cl.[CH3:33][C:34]1[CH:35]=[C:36]([N:40]2[CH2:45][CH2:44][NH:43][CH2:42][CH2:41]2)[CH:37]=[CH:38][CH:39]=1. The catalyst is CN(C=O)C. The product is [CH3:33][C:34]1[CH:35]=[C:36]([N:40]2[CH2:45][CH2:44][N:43]([C:1]([O:2][CH2:3][CH:4]3[CH2:5][CH2:6][N:7]([CH3:10])[CH2:8][CH2:9]3)=[O:21])[CH2:42][CH2:41]2)[CH:37]=[CH:38][CH:39]=1. The yield is 0.133. (3) The yield is 1.00. The product is [CH3:15][O:14][C:8]1[CH:9]=[C:10]([O:12][CH3:13])[N:11]=[C:6]([C:4]([NH2:16])=[O:3])[N:7]=1. No catalyst specified. The reactants are C([O:3][C:4]([C:6]1[N:11]=[C:10]([O:12][CH3:13])[CH:9]=[C:8]([O:14][CH3:15])[N:7]=1)=O)C.[NH3:16].CO. (4) No catalyst specified. The yield is 0.680. The product is [N+:13]([C:4]1[CH:5]=[CH:6][C:1]([C:7]2([C:10]([O:12][CH3:23])=[O:11])[CH2:9][CH2:8]2)=[CH:2][CH:3]=1)([O-:16])=[O:14]. The reactants are [C:1]1([C:7]2([C:10]([O-:12])=[O:11])[CH2:9][CH2:8]2)[CH:6]=[CH:5][CH:4]=[CH:3][CH:2]=1.[N+:13]([O-:16])([O-])=[O:14].[K+].OS(O)(=O)=O.[CH2:23](Cl)Cl. (5) The reactants are [O:1]=[C:2]1[C:11]2[C:6](=[CH:7][CH:8]=[CH:9][CH:10]=2)[NH:5][CH:4]=[C:3]1[C:12]([NH:14][C:15]1[CH:23]=[C:22]2[C:18]([CH:19]=[CH:20][NH:21]2)=[CH:17][C:16]=1[C:24](O)=[O:25])=[O:13].CN(C(ON1N=NC2C=CC=NC1=2)=[N+](C)C)C.F[P-](F)(F)(F)(F)F.CCN(C(C)C)C(C)C.[CH2:60]([NH2:64])[CH:61]([CH3:63])[CH3:62]. The catalyst is CN(C=O)C. The product is [CH2:60]([NH:64][C:24]([C:16]1[CH:17]=[C:18]2[C:22](=[CH:23][C:15]=1[NH:14][C:12]([C:3]1[C:2](=[O:1])[C:11]3[C:6](=[CH:7][CH:8]=[CH:9][CH:10]=3)[NH:5][CH:4]=1)=[O:13])[NH:21][CH:20]=[CH:19]2)=[O:25])[CH:61]([CH3:63])[CH3:62]. The yield is 0.660. (6) The reactants are C1(CBr)CC1.Br[CH2:7][CH:8]1[CH2:11][CH2:10][CH2:9]1.[CH3:12][C:13]1[N:14]=[C:15]([N:23]2[CH2:27][CH2:26][NH:25][C:24]2=[O:28])[S:16][C:17]=1[C:18]([O:20][CH2:21][CH3:22])=[O:19]. No catalyst specified. The product is [CH:8]1([CH2:7][N:25]2[CH2:26][CH2:27][N:23]([C:15]3[S:16][C:17]([C:18]([O:20][CH2:21][CH3:22])=[O:19])=[C:13]([CH3:12])[N:14]=3)[C:24]2=[O:28])[CH2:11][CH2:10][CH2:9]1. The yield is 0.880. (7) The reactants are [F:1][C:2]([F:11])([F:10])[C:3]1[N:8]=[CH:7][C:6]([OH:9])=[CH:5][CH:4]=1.F[C:13]1[CH:20]=[CH:19][C:16]([CH:17]=[O:18])=[CH:15][CH:14]=1.C([O-])([O-])=O.[K+].[K+]. The catalyst is CN(C=O)C.O. The product is [F:11][C:2]([F:1])([F:10])[C:3]1[N:8]=[CH:7][C:6]([O:9][C:13]2[CH:20]=[CH:19][C:16]([CH:17]=[O:18])=[CH:15][CH:14]=2)=[CH:5][CH:4]=1. The yield is 1.00. (8) The reactants are [C:1]([C:4]1[C:12]2[O:11][CH2:10][CH:9]([C:13]3[CH:18]=[CH:17][C:16]([CH:19]([CH3:21])[CH3:20])=[CH:15][CH:14]=3)[C:8]=2[C:7]([CH3:22])=[C:6]([NH:23][C:24](=[O:31])OCC(Cl)(Cl)Cl)[C:5]=1[CH3:32])(=[O:3])[CH3:2].[OH:33][CH2:34][CH2:35][NH2:36]. No catalyst specified. The yield is 0.660. The product is [C:1]([C:4]1[C:12]2[O:11][CH2:10][CH:9]([C:13]3[CH:14]=[CH:15][C:16]([CH:19]([CH3:21])[CH3:20])=[CH:17][CH:18]=3)[C:8]=2[C:7]([CH3:22])=[C:6]([NH:23][C:24]([NH:36][CH2:35][CH2:34][OH:33])=[O:31])[C:5]=1[CH3:32])(=[O:3])[CH3:2]. (9) The reactants are [O-]CC.[Na+].[Na].CN(C)[CH:8]=[C:9]([O:12][C:13]1[CH:18]=[CH:17][C:16]([O:19][CH3:20])=[CH:15][CH:14]=1)[CH:10]=O.[NH2:22][C:23]([NH2:25])=[O:24]. The catalyst is C(O)C.C(O)(=O)C.O. The product is [CH3:20][O:19][C:16]1[CH:17]=[CH:18][C:13]([O:12][C:9]2[CH:8]=[N:22][C:23]([OH:24])=[N:25][CH:10]=2)=[CH:14][CH:15]=1. The yield is 0.210.